Dataset: Catalyst prediction with 721,799 reactions and 888 catalyst types from USPTO. Task: Predict which catalyst facilitates the given reaction. (1) Reactant: [CH3:1][O:2][C:3](=[O:20])/[CH:4]=[CH:5]/[C:6]1[C:7]([C:16]([O:18][CH3:19])=[O:17])=[CH:8][C:9]2[C:14]([CH:15]=1)=[CH:13][CH:12]=[CH:11][CH:10]=2.FC(F)(F)C(O)=O.CO[CH2:30][N:31]([CH2:37][C:38]1[CH:43]=[CH:42][CH:41]=[CH:40][CH:39]=1)[CH2:32][Si](C)(C)C. Product: [CH2:37]([N:31]1[CH2:32][C@@H:5]([C:6]2[C:7]([C:16]([O:18][CH3:19])=[O:17])=[CH:8][C:9]3[C:14](=[CH:13][CH:12]=[CH:11][CH:10]=3)[CH:15]=2)[C@H:4]([C:3]([O:2][CH3:1])=[O:20])[CH2:30]1)[C:38]1[CH:43]=[CH:42][CH:41]=[CH:40][CH:39]=1. The catalyst class is: 2. (2) Reactant: Cl.[CH:2]([CH:15]1[C:20](=[O:21])[CH2:19][CH2:18][NH:17][CH2:16]1)([C:9]1[CH:14]=[CH:13][CH:12]=[CH:11][CH:10]=1)[C:3]1[CH:8]=[CH:7][CH:6]=[CH:5][CH:4]=1.[F:22][C:23]([F:38])([F:37])[C:24]1[CH:25]=[C:26]([CH:30]=[C:31]([C:33]([F:36])([F:35])[F:34])[CH:32]=1)[C:27](O)=[O:28].O.ON1C2C=CC=CC=2N=N1.Cl.C(N=C=NCCCN(C)C)C. Product: [CH:2]([CH:15]1[C:20](=[O:21])[CH2:19][CH2:18][N:17]([C:27](=[O:28])[C:26]2[CH:30]=[C:31]([C:33]([F:34])([F:35])[F:36])[CH:32]=[C:24]([C:23]([F:22])([F:37])[F:38])[CH:25]=2)[CH2:16]1)([C:9]1[CH:14]=[CH:13][CH:12]=[CH:11][CH:10]=1)[C:3]1[CH:4]=[CH:5][CH:6]=[CH:7][CH:8]=1. The catalyst class is: 289. (3) Reactant: [CH3:1][O:2][C:3]([CH:5]1[CH2:10][CH2:9][O:8][CH2:7][CH2:6]1)=[O:4].C([O:18][CH2:19][CH2:20][O:21][C:22](=[O:26])[C:23]([CH3:25])=[CH2:24])(=O)CCC([O-])=O.C(N(CC)CC)C. Product: [CH3:1][O:2][C:3]([CH:5]1[CH2:10][CH2:9][O:8][CH2:7][CH2:6]1)=[O:4].[CH3:25][C:23]([C:22]([O:21][CH2:20][CH2:19][OH:18])=[O:26])=[CH2:24]. The catalyst class is: 13. (4) Reactant: [CH3:1][N:2]1[CH:6]=[CH:5][N:4]=[N:3]1.[Li]CCCC.[Cl:12][C:13]1[C:22]([CH2:23][C:24]([F:27])([F:26])[F:25])=[C:21]([O:28][CH3:29])[C:20]2[C:15](=[CH:16][CH:17]=[C:18]([CH:30]([C:32]3[N:36]([CH3:37])[C:35]([CH3:38])=[N:34][CH:33]=3)[OH:31])[CH:19]=2)[N:14]=1. Product: [Cl:12][C:13]1[C:22]([CH2:23][C:24]([F:27])([F:26])[F:25])=[C:21]([O:28][CH3:29])[C:20]2[C:15](=[CH:16][CH:17]=[C:18]([C:30]([C:32]3[N:36]([CH3:37])[C:35]([CH3:38])=[N:34][CH:33]=3)([C:6]3[N:2]([CH3:1])[N:3]=[N:4][CH:5]=3)[OH:31])[CH:19]=2)[N:14]=1. The catalyst class is: 1. (5) Reactant: C(OC([NH:8][C:9]([C:12]1[CH:17]=[CH:16][C:15]([C:18]2[C:23]([Cl:24])=[CH:22][N:21]=[C:20](Cl)[N:19]=2)=[CH:14][CH:13]=1)([CH3:11])[CH3:10])=O)(C)(C)C.[NH2:26][C:27]1[CH:35]=[CH:34][C:30]([CH2:31][CH2:32][OH:33])=[CH:29][CH:28]=1.FC(F)(F)C(O)=O. Product: [NH2:8][C:9]([C:12]1[CH:13]=[CH:14][C:15]([C:18]2[C:23]([Cl:24])=[CH:22][N:21]=[C:20]([NH:26][C:27]3[CH:35]=[CH:34][C:30]([CH2:31][CH2:32][OH:33])=[CH:29][CH:28]=3)[N:19]=2)=[CH:16][CH:17]=1)([CH3:10])[CH3:11]. The catalyst class is: 486.